From a dataset of Catalyst prediction with 721,799 reactions and 888 catalyst types from USPTO. Predict which catalyst facilitates the given reaction. (1) Reactant: [C:1]([C:5]1[O:9][N:8]=[C:7]([NH:10][C:11]([NH:13][CH2:14][C:15]2[CH:20]=[CH:19][C:18]([C:21]3[N:25]4[CH:26]=[CH:27][C:28]([C:30]5[CH:31]=[N:32][C:33]([O:36]C)=[CH:34][CH:35]=5)=[CH:29][C:24]4=[N:23][CH:22]=3)=[CH:17][CH:16]=2)=[O:12])[CH:6]=1)([CH3:4])([CH3:3])[CH3:2]. Product: [C:1]([C:5]1[O:9][N:8]=[C:7]([NH:10][C:11]([NH:13][CH2:14][C:15]2[CH:16]=[CH:17][C:18]([C:21]3[N:25]4[CH:26]=[CH:27][C:28]([C:30]5[CH:35]=[CH:34][C:33](=[O:36])[NH:32][CH:31]=5)=[CH:29][C:24]4=[N:23][CH:22]=3)=[CH:19][CH:20]=2)=[O:12])[CH:6]=1)([CH3:4])([CH3:2])[CH3:3]. The catalyst class is: 201. (2) Reactant: [Cl:1][C:2]1[CH:3]=[C:4]2[C:9](=[CH:10][CH:11]=1)[N:8]([C:12]([C@H:14]([NH:26][C:27]([N:29]1[CH2:35][CH2:34][CH2:33][NH:32][CH2:31][CH2:30]1)=[O:28])[C@H:15]([C:17]1[C:25]3[C:20](=[CH:21][CH:22]=[CH:23][CH:24]=3)[NH:19][CH:18]=1)[CH3:16])=[O:13])[CH2:7][C@@H:6]([CH2:36][N:37]([CH3:39])[CH3:38])[CH2:5]2.C(N(CC)CC)C.[C:47]1([S:53](Cl)(=[O:55])=[O:54])[CH:52]=[CH:51][CH:50]=[CH:49][CH:48]=1.C(=O)([O-])O.[Na+]. Product: [Cl:1][C:2]1[CH:3]=[C:4]2[C:9](=[CH:10][CH:11]=1)[N:8]([C:12]([C@H:14]([NH:26][C:27]([N:29]1[CH2:35][CH2:34][CH2:33][N:32]([S:53]([C:47]3[CH:52]=[CH:51][CH:50]=[CH:49][CH:48]=3)(=[O:55])=[O:54])[CH2:31][CH2:30]1)=[O:28])[C@H:15]([C:17]1[C:25]3[C:20](=[CH:21][CH:22]=[CH:23][CH:24]=3)[NH:19][CH:18]=1)[CH3:16])=[O:13])[CH2:7][C@@H:6]([CH2:36][N:37]([CH3:39])[CH3:38])[CH2:5]2. The catalyst class is: 7. (3) Reactant: C([O:3][C:4](=[O:13])[CH2:5][CH:6]1[CH2:11][CH2:10][CH2:9][CH:8]([CH3:12])[CH2:7]1)C.[OH-].[Na+]. Product: [CH3:12][CH:8]1[CH2:9][CH2:10][CH2:11][CH:6]([CH2:5][C:4]([OH:13])=[O:3])[CH2:7]1. The catalyst class is: 6.